This data is from Full USPTO retrosynthesis dataset with 1.9M reactions from patents (1976-2016). The task is: Predict the reactants needed to synthesize the given product. (1) Given the product [CH3:20][O:5][C:4](=[O:6])[C:3]1[CH:7]=[CH:8][C:9]([C:11]([F:12])([F:13])[F:14])=[CH:10][C:2]=1[NH2:1], predict the reactants needed to synthesize it. The reactants are: [NH2:1][C:2]1[CH:10]=[C:9]([C:11]([F:14])([F:13])[F:12])[CH:8]=[CH:7][C:3]=1[C:4]([OH:6])=[O:5].S(=O)(=O)(O)O.[CH3:20]O. (2) Given the product [CH3:1][O:2][C:3]1[CH:4]=[C:5]([C@@H:11]2[N:20]3[C:21](=[O:37])[C:22]4[C:27]([C@H:28]3[CH2:14][CH2:13][CH2:12]2)=[C:26]([N:29]2[CH2:30][CH2:31][N:32]([CH2:35][CH3:36])[CH2:33][CH2:34]2)[CH:25]=[CH:24][CH:23]=4)[CH:6]=[CH:7][C:8]=1[O:9][CH3:10], predict the reactants needed to synthesize it. The reactants are: [CH3:1][O:2][C:3]1[CH:4]=[C:5]([CH:11]([N:20]2[CH2:28][C:27]3[C:22](=[CH:23][CH:24]=[CH:25][C:26]=3[N:29]3[CH2:34][CH2:33][N:32]([CH2:35][CH3:36])[CH2:31][CH2:30]3)[C:21]2=[O:37])[CH2:12][CH2:13][CH2:14]OS(C)(=O)=O)[CH:6]=[CH:7][C:8]=1[O:9][CH3:10].CC([O-])(C)C.[Na+].O.